From a dataset of NCI-60 drug combinations with 297,098 pairs across 59 cell lines. Regression. Given two drug SMILES strings and cell line genomic features, predict the synergy score measuring deviation from expected non-interaction effect. Drug 1: C1CCC(C1)C(CC#N)N2C=C(C=N2)C3=C4C=CNC4=NC=N3. Drug 2: C1=C(C(=O)NC(=O)N1)N(CCCl)CCCl. Cell line: SK-MEL-2. Synergy scores: CSS=16.1, Synergy_ZIP=-0.678, Synergy_Bliss=4.90, Synergy_Loewe=-1.81, Synergy_HSA=-0.743.